The task is: Predict the reaction yield, written as a fraction of the theoretical maximum amount of product (1.0 means a 100% yield; for example, 0.34 means a 34% yield).. This data is from Reaction yield outcomes from USPTO patents with 853,638 reactions. (1) The reactants are [CH3:1][O:2][C:3]1[CH:8]=[CH:7][C:6]([C:9]2[N:10]=[C:11]([CH:21]3[CH2:30][CH2:29][C:24]4([O:28][CH2:27][CH2:26][O:25]4)[CH2:23][CH2:22]3)[S:12][C:13]=2[C:14]2[CH:19]=[CH:18][C:17]([CH3:20])=[CH:16][CH:15]=2)=[CH:5][CH:4]=1.C1(C2[O:39]N2S(C2C=CC=CC=2)(=O)=O)C=CC=CC=1.O. The catalyst is O1CCCC1.C([Li])CCC.CCCCCC. The product is [CH3:1][O:2][C:3]1[CH:8]=[CH:7][C:6]([C:9]2[N:10]=[C:11]([C:21]3([OH:39])[CH2:30][CH2:29][C:24]4([O:28][CH2:27][CH2:26][O:25]4)[CH2:23][CH2:22]3)[S:12][C:13]=2[C:14]2[CH:19]=[CH:18][C:17]([CH3:20])=[CH:16][CH:15]=2)=[CH:5][CH:4]=1. The yield is 0.550. (2) The reactants are Cl[C:2]1[N:10]=[CH:9][N:8]=[C:7]2[C:3]=1[N:4]=[C:5]([C:11]1[CH:16]=[CH:15][CH:14]=[C:13]([Cl:17])[CH:12]=1)[NH:6]2.[Si:18]([O:25][C@@H:26]1[C@H:30]([CH2:31][O:32][Si:33]([C:36]([CH3:39])([CH3:38])[CH3:37])([CH3:35])[CH3:34])[CH2:29][C@@H:28]([NH2:40])[CH2:27]1)([C:21]([CH3:24])([CH3:23])[CH3:22])([CH3:20])[CH3:19].C(N(CC)C(C)C)(C)C. The catalyst is C(O)C. The product is [Si:18]([O:25][C@@H:26]1[C@H:30]([CH2:31][O:32][Si:33]([C:36]([CH3:39])([CH3:38])[CH3:37])([CH3:34])[CH3:35])[CH2:29][C@@H:28]([NH:40][C:3]2[N:4]=[C:5]([C:11]3[CH:16]=[CH:15][CH:14]=[C:13]([Cl:17])[CH:12]=3)[N:6]=[C:7]3[C:2]=2[N:10]=[CH:9][NH:8]3)[CH2:27]1)([C:21]([CH3:24])([CH3:23])[CH3:22])([CH3:20])[CH3:19]. The yield is 0.760. (3) The reactants are [CH3:1][S:2]([C:5]1[CH:13]=[CH:12][C:8]([C:9]([OH:11])=O)=[CH:7][CH:6]=1)(=[O:4])=[O:3].C(Cl)(=O)C(Cl)=O.[C:20]1([O:26][CH3:27])[CH:25]=[CH:24][CH:23]=[CH:22][CH:21]=1.[Cl-].[Al+3].[Cl-].[Cl-].Cl. The catalyst is C(Cl)Cl.CN(C=O)C. The product is [CH3:27][O:26][C:20]1[CH:25]=[CH:24][C:23]([C:9]([C:8]2[CH:7]=[CH:6][C:5]([S:2]([CH3:1])(=[O:3])=[O:4])=[CH:13][CH:12]=2)=[O:11])=[CH:22][CH:21]=1. The yield is 0.710. (4) The reactants are [CH3:1][N:2]1[CH2:7][CH2:6][NH:5][CH2:4][C@H:3]1[CH2:8][OH:9].[Cl:10][C:11]1[CH:12]=[C:13]([NH:25][C:26]2[C:35]3[C:30](=[CH:31][CH:32]=[CH:33][C:34]=3F)[N:29]=[CH:28][N:27]=2)[CH:14]=[CH:15][C:16]=1[O:17][CH2:18][C:19]1[CH:24]=[CH:23][CH:22]=[CH:21][N:20]=1. No catalyst specified. The product is [Cl:10][C:11]1[CH:12]=[C:13]([NH:25][C:26]2[C:35]3[C:30](=[CH:31][CH:32]=[CH:33][C:34]=3[O:9][CH2:8][CH:3]3[CH2:4][NH:5][CH2:6][CH2:7][N:2]3[CH3:1])[N:29]=[CH:28][N:27]=2)[CH:14]=[CH:15][C:16]=1[O:17][CH2:18][C:19]1[CH:24]=[CH:23][CH:22]=[CH:21][N:20]=1. The yield is 0.170. (5) The reactants are C(OC(=O)[NH:7][CH2:8][CH:9]([C:37]1[CH:42]=[CH:41][C:40]([Cl:43])=[CH:39][CH:38]=1)[C:10]([N:12]1[CH2:17][CH2:16][N:15]([C:18]2[C:19]3[C:26]([CH3:27])=[CH:25][N:24]([S:28]([C:31]4[CH:36]=[CH:35][CH:34]=[CH:33][CH:32]=4)(=[O:30])=[O:29])[C:20]=3[N:21]=[CH:22][N:23]=2)[CH2:14][CH2:13]1)=[O:11])(C)(C)C.Cl.O. The catalyst is O1CCOCC1.C(OCC)C. The product is [NH2:7][CH2:8][CH:9]([C:37]1[CH:38]=[CH:39][C:40]([Cl:43])=[CH:41][CH:42]=1)[C:10]([N:12]1[CH2:13][CH2:14][N:15]([C:18]2[C:19]3[C:26]([CH3:27])=[CH:25][N:24]([S:28]([C:31]4[CH:36]=[CH:35][CH:34]=[CH:33][CH:32]=4)(=[O:30])=[O:29])[C:20]=3[N:21]=[CH:22][N:23]=2)[CH2:16][CH2:17]1)=[O:11]. The yield is 0.770.